From a dataset of Catalyst prediction with 721,799 reactions and 888 catalyst types from USPTO. Predict which catalyst facilitates the given reaction. (1) Reactant: [CH3:1][C:2]1[CH:7]=[C:6]([CH2:8][CH2:9][C:10]2[S:14][C:13]([C:15]3[CH:20]=[CH:19][C:18]([C:21]([F:24])([F:23])[F:22])=[CH:17][CH:16]=3)=[N:12][C:11]=2[CH3:25])[CH:5]=[CH:4][C:3]=1[OH:26].Br[CH2:28][CH2:29][CH2:30][C:31]([O:33][CH3:34])=[O:32].C(=O)([O-])[O-].[Cs+].[Cs+]. Product: [CH3:1][C:2]1[CH:7]=[C:6]([CH2:8][CH2:9][C:10]2[S:14][C:13]([C:15]3[CH:20]=[CH:19][C:18]([C:21]([F:24])([F:23])[F:22])=[CH:17][CH:16]=3)=[N:12][C:11]=2[CH3:25])[CH:5]=[CH:4][C:3]=1[O:26][CH2:28][CH2:29][CH2:30][C:31]([O:33][CH3:34])=[O:32]. The catalyst class is: 10. (2) Reactant: [Cl:1][C:2]1[N:7]=[C:6](Cl)[C:5]([CH3:9])=[CH:4][N:3]=1.C[CH2:11][N:12](C(C)C)C(C)C.CN. Product: [Cl:1][C:2]1[N:7]=[C:6]([NH:12][CH3:11])[C:5]([CH3:9])=[CH:4][N:3]=1. The catalyst class is: 1.